From a dataset of Forward reaction prediction with 1.9M reactions from USPTO patents (1976-2016). Predict the product of the given reaction. (1) The product is: [F:19][C:20]1[CH:21]=[C:22]([CH:8]([C:9]2[N:10]=[N:11][N:12]([CH2:14][Si:15]([CH3:18])([CH3:17])[CH3:16])[CH:13]=2)[NH:7][S:5]([C:2]([CH3:1])([CH3:3])[CH3:4])=[O:6])[CH:23]=[CH:24][C:25]=1[F:26]. Given the reactants [CH3:1][C:2]([S:5](/[N:7]=[CH:8]/[C:9]1[N:10]=[N:11][N:12]([CH2:14][Si:15]([CH3:18])([CH3:17])[CH3:16])[CH:13]=1)=[O:6])([CH3:4])[CH3:3].[F:19][C:20]1[CH:21]=[C:22]([Mg]Br)[CH:23]=[CH:24][C:25]=1[F:26].C1COCC1, predict the reaction product. (2) Given the reactants [NH2:1][C@H:2]1[CH2:7][CH2:6][C@H:5]([C:8]2[N:13]=[CH:12][C:11]([OH:14])=[CH:10][CH:9]=2)[CH2:4][CH2:3]1.[F:15][C:16]1[CH:21]=[CH:20][C:19]([CH2:22][CH2:23][C:24](O)=[O:25])=[CH:18][CH:17]=1, predict the reaction product. The product is: [F:15][C:16]1[CH:17]=[CH:18][C:19]([CH2:22][CH2:23][C:24]([NH:1][C@H:2]2[CH2:3][CH2:4][C@H:5]([C:8]3[CH:9]=[CH:10][C:11]([OH:14])=[CH:12][N:13]=3)[CH2:6][CH2:7]2)=[O:25])=[CH:20][CH:21]=1.